From a dataset of Catalyst prediction with 721,799 reactions and 888 catalyst types from USPTO. Predict which catalyst facilitates the given reaction. Reactant: [H-].[Na+].[O:3]([CH2:10][C:11]1[CH:20]=[C:14]2[C:15](=[O:19])[NH:16][CH2:17][CH2:18][N:13]2[N:12]=1)[C:4]1[CH:9]=[CH:8][CH:7]=[CH:6][CH:5]=1.I[CH3:22].[NH4+].[Cl-]. Product: [CH3:22][N:16]1[CH2:17][CH2:18][N:13]2[N:12]=[C:11]([CH2:10][O:3][C:4]3[CH:5]=[CH:6][CH:7]=[CH:8][CH:9]=3)[CH:20]=[C:14]2[C:15]1=[O:19]. The catalyst class is: 3.